Dataset: Forward reaction prediction with 1.9M reactions from USPTO patents (1976-2016). Task: Predict the product of the given reaction. Given the reactants [NH2:1][C:2]1[CH:7]=[CH:6][C:5]([C@H:8]([CH3:15])[CH2:9][C:10]([O:12][CH2:13][CH3:14])=[O:11])=[CH:4][CH:3]=1.C(N(C(C)C)CC)(C)C.[CH3:25][O:26][C:27]1[C:32]2[N:33]=[C:34]([NH:36][C:37]3[CH:42]=[CH:41][CH:40]=[CH:39][C:38]=3[CH3:43])[O:35][C:31]=2[CH:30]=[C:29]([CH2:44][C:45](O)=[O:46])[CH:28]=1.F[P-](F)(F)(F)(F)F.N1(OC(N(C)C)=[N+](C)C)C2N=CC=CC=2N=N1, predict the reaction product. The product is: [CH3:25][O:26][C:27]1[C:32]2[N:33]=[C:34]([NH:36][C:37]3[CH:42]=[CH:41][CH:40]=[CH:39][C:38]=3[CH3:43])[O:35][C:31]=2[CH:30]=[C:29]([CH2:44][C:45]([NH:1][C:2]2[CH:3]=[CH:4][C:5]([C@H:8]([CH3:15])[CH2:9][C:10]([O:12][CH2:13][CH3:14])=[O:11])=[CH:6][CH:7]=2)=[O:46])[CH:28]=1.